Task: Predict the reaction yield, written as a fraction of the theoretical maximum amount of product (1.0 means a 100% yield; for example, 0.34 means a 34% yield).. Dataset: Reaction yield outcomes from USPTO patents with 853,638 reactions (1) The yield is 0.970. The reactants are [Br:1][C:2]1[CH:3]=[C:4]([CH:7]=[C:8]([O:11][CH3:12])[C:9]=1[OH:10])[CH:5]=[O:6].C(=O)([O-])[O-].[Cs+].[Cs+].Br[CH2:20][CH3:21].O. The product is [Br:1][C:2]1[CH:3]=[C:4]([CH:7]=[C:8]([O:11][CH3:12])[C:9]=1[O:10][CH2:20][CH3:21])[CH:5]=[O:6]. The catalyst is CN(C=O)C. (2) The reactants are O(CC)[C:2]([S-])=[S:3].[K+].[NH2:8][C:9]1[CH:14]=[C:13]([Br:15])[CH:12]=[CH:11][C:10]=1[OH:16]. The catalyst is CCO. The product is [Br:15][C:13]1[CH:12]=[CH:11][C:10]2[O:16][C:2](=[S:3])[NH:8][C:9]=2[CH:14]=1. The yield is 0.900. (3) The reactants are [C:1]([O:5][C:6]([N:8]1[CH2:13][CH:12]2[CH:10]([O:11]2)[CH2:9]1)=[O:7])([CH3:4])([CH3:3])[CH3:2].[Cl:14][C:15]1[CH:20]=[CH:19][C:18]([C:21]([N:23]2[CH2:28][CH2:27][NH:26][CH2:25][CH2:24]2)=[O:22])=[CH:17][CH:16]=1. No catalyst specified. The product is [C:1]([O:5][C:6]([N:8]1[CH2:9][CH:10]([OH:11])[CH:12]([N:26]2[CH2:25][CH2:24][N:23]([C:21](=[O:22])[C:18]3[CH:17]=[CH:16][C:15]([Cl:14])=[CH:20][CH:19]=3)[CH2:28][CH2:27]2)[CH2:13]1)=[O:7])([CH3:2])([CH3:3])[CH3:4]. The yield is 0.840. (4) The reactants are [CH3:1][O:2][CH2:3][C:4](Cl)=[O:5].[NH2:7][C:8]1[CH:13]=[C:12]([CH2:14][O:15][C:16]2[C:25]3[C:20](=[CH:21][CH:22]=[CH:23][CH:24]=3)[C:19]([N+:26]([O-:28])=[O:27])=[CH:18][CH:17]=2)[CH:11]=[CH:10][N:9]=1.CCN(C(C)C)C(C)C.N. The catalyst is C(Cl)Cl.C1COCC1. The product is [CH3:1][O:2][CH2:3][C:4]([NH:7][C:8]1[CH:13]=[C:12]([CH2:14][O:15][C:16]2[C:25]3[C:20](=[CH:21][CH:22]=[CH:23][CH:24]=3)[C:19]([N+:26]([O-:28])=[O:27])=[CH:18][CH:17]=2)[CH:11]=[CH:10][N:9]=1)=[O:5]. The yield is 0.880.